This data is from Full USPTO retrosynthesis dataset with 1.9M reactions from patents (1976-2016). The task is: Predict the reactants needed to synthesize the given product. (1) Given the product [ClH:57].[F:22][C:17]1[CH:18]=[CH:19][CH:20]=[CH:21][C:16]=1/[CH:15]=[CH:14]/[C:13]([NH:12][CH2:11][CH2:10][CH2:30][N:24]1[CH2:29][CH2:28][CH2:27][CH2:26][CH2:25]1)=[O:23], predict the reactants needed to synthesize it. The reactants are: N1([CH2:10][CH2:11][NH:12][C:13](=[O:23])/[CH:14]=[CH:15]/[C:16]2[CH:21]=[CH:20][CH:19]=[CH:18][C:17]=2[F:22])C2C=CC=CC=2N=C1.[N:24]1([CH2:30]CCN)[CH2:29][CH2:28][CH2:27][CH2:26][CH2:25]1.FC1C=CC=CC=1C=CC(O)=O.CCN=C=NCCCN(C)C.[ClH:57].Cl.O1CCOCC1. (2) Given the product [CH3:1][O:2][C:3]1[CH:4]=[C:5]([CH2:13][CH2:14][C:15]([NH2:24])=[O:16])[CH:6]=[CH:7][C:8]=1[O:9][CH2:10][C:11]#[CH:12], predict the reactants needed to synthesize it. The reactants are: [CH3:1][O:2][C:3]1[CH:4]=[C:5]([CH2:13][CH2:14][C:15](Cl)=[O:16])[CH:6]=[CH:7][C:8]=1[O:9][CH2:10][C:11]#[CH:12].ClC1C=CC(C[NH2:24])=CC=1C(F)(F)F. (3) Given the product [C:13]([O:1][CH2:2][CH:3]([CH2:5][OH:6])[OH:4])(=[O:31])[CH2:14][CH2:15][CH2:16][CH2:17][CH2:18][CH2:19][CH2:20][CH2:21][CH2:22][CH2:23][CH2:24][CH2:25][CH2:26][CH2:27][CH2:28][CH2:29][CH3:30], predict the reactants needed to synthesize it. The reactants are: [OH:1][CH2:2][CH:3]([CH2:5][OH:6])[OH:4].N1C=CC=CC=1.[C:13](Cl)(=[O:31])[CH2:14][CH2:15][CH2:16][CH2:17][CH2:18][CH2:19][CH2:20][CH2:21][CH2:22][CH2:23][CH2:24][CH2:25][CH2:26][CH2:27][CH2:28][CH2:29][CH3:30].C([O-])(O)=O.[Na+]. (4) Given the product [CH2:13]([C@@H:15]1[C@@H:20]([C:21](=[O:23])/[CH:22]=[CH:1]/[CH3:2])[C@@H:19]([CH3:24])[CH:18]=[CH:17][CH2:16]1)[CH3:14], predict the reactants needed to synthesize it. The reactants are: [CH:1](NC(C)C)(C)[CH3:2].C([Li])CCC.[CH2:13]([C@@H:15]1[C@@H:20]([C:21](=[O:23])[CH3:22])[C@@H:19]([CH3:24])[CH:18]=[CH:17][CH2:16]1)[CH3:14].C(=O)C.Cl. (5) Given the product [C:13]([C:17]1[CH:18]=[C:19]([C:27]2[CH:35]=[CH:34][CH:33]=[C:32]3[C:28]=2[CH2:29][C:30]([CH3:37])=[CH:31]3)[CH:20]=[C:21]([C:23]([CH3:26])([CH3:25])[CH3:24])[CH:22]=1)([CH3:14])([CH3:15])[CH3:16], predict the reactants needed to synthesize it. The reactants are: O.C1(C)C=CC(S(O)(=O)=O)=CC=1.[C:13]([C:17]1[CH:18]=[C:19]([C:27]2[CH:35]=[CH:34][CH:33]=[C:32]3[C:28]=2[CH2:29][CH:30]([CH3:37])[CH:31]3O)[CH:20]=[C:21]([C:23]([CH3:26])([CH3:25])[CH3:24])[CH:22]=1)([CH3:16])([CH3:15])[CH3:14].